Dataset: CYP3A4 inhibition data for predicting drug metabolism from PubChem BioAssay. Task: Regression/Classification. Given a drug SMILES string, predict its absorption, distribution, metabolism, or excretion properties. Task type varies by dataset: regression for continuous measurements (e.g., permeability, clearance, half-life) or binary classification for categorical outcomes (e.g., BBB penetration, CYP inhibition). Dataset: cyp3a4_veith. (1) The compound is COc1ncc2nc(-c3ccc(F)cc3)c(=O)n(CCc3ccccc3)c2n1. The result is 0 (non-inhibitor). (2) The drug is CN(Cc1ccco1)c1ncnc2ccc(-c3cccnc3)cc12. The result is 1 (inhibitor). (3) The molecule is Cc1ccc(C2CC(C(F)(F)F)n3nc(C(=O)NCCN4CCOCC4)cc3N2)cc1. The result is 1 (inhibitor). (4) The molecule is CCOC(=O)c1ccc(CNC(=O)C2CCCCC2C(=O)OCC(F)(F)F)o1. The result is 0 (non-inhibitor).